From a dataset of Forward reaction prediction with 1.9M reactions from USPTO patents (1976-2016). Predict the product of the given reaction. (1) Given the reactants C1(C2C(O[C@@H]3CCCNC3)=CC(F)=C(C=2)C(OC)=O)CC1.[CH:22]1([C:25]2[C:26]([O:39][C@@H:40]3[CH2:45][CH2:44][CH2:43][NH:42][C@H:41]3[CH3:46])=[CH:27][C:28]([F:38])=[C:29]([CH:37]=2)[C:30]([O:32][C:33]([CH3:36])([CH3:35])[CH3:34])=[O:31])[CH2:24][CH2:23]1.[Cl:47][C:48]1[CH:53]=[C:52]([CH:54](Cl)C)[CH:51]=[C:50]([Cl:57])[CH:49]=1.ClC1C=C(CCl)C=C(Cl)C=1, predict the reaction product. The product is: [CH:22]1([C:25]2[C:26]([O:39][C@@H:40]3[CH2:45][CH2:44][CH2:43][N:42]([CH2:54][C:52]4[CH:53]=[C:48]([Cl:47])[CH:49]=[C:50]([Cl:57])[CH:51]=4)[C@H:41]3[CH3:46])=[CH:27][C:28]([F:38])=[C:29]([CH:37]=2)[C:30]([O:32][C:33]([CH3:36])([CH3:35])[CH3:34])=[O:31])[CH2:24][CH2:23]1. (2) Given the reactants C([N:3]([CH2:14][CH3:15])[C:4](=[O:13])[C:5]1[CH:10]=[CH:9][CH:8]=[C:7]([CH3:11])[C:6]=1[CH3:12])C.C(C[CH2:19][N:20]1[CH2:24][CH2:23][C@H:22]([OH:25])[CH2:21]1)#N, predict the reaction product. The product is: [OH:25][C@H:22]1[CH2:23][CH2:24][N:20]([CH2:19][CH2:15][C:14]2[NH:3][C:4](=[O:13])[C:5]3[C:6]([CH:12]=2)=[C:7]([CH3:11])[CH:8]=[CH:9][CH:10]=3)[CH2:21]1. (3) The product is: [CH2:1]([CH:3]([CH:7]([CH3:10])[CH2:8][CH3:9])[C:4]([NH:15][C:16]([NH2:18])=[O:17])=[O:5])[CH3:2]. Given the reactants [CH2:1]([CH:3]([CH:7]([CH3:10])[CH2:8][CH3:9])[C:4](Cl)=[O:5])[CH3:2].S(Cl)(Cl)=O.[NH2:15][C:16]([NH2:18])=[O:17], predict the reaction product. (4) Given the reactants [Cl:1][C:2]1[CH:17]=[C:16]([Cl:18])[CH:15]=[CH:14][C:3]=1[CH2:4][C:5]([C:7]1[CH:12]=[CH:11][C:10]([Cl:13])=[CH:9][CH:8]=1)=[O:6].[C:19](OC(=O)C)(=O)C, predict the reaction product. The product is: [Cl:1][C:2]1[CH:17]=[C:16]([Cl:18])[CH:15]=[CH:14][C:3]=1[C:4]([C:5]([C:7]1[CH:8]=[CH:9][C:10]([Cl:13])=[CH:11][CH:12]=1)=[O:6])=[CH2:19]. (5) Given the reactants C[O:2][C:3](=[O:23])[C:4]1[CH:9]=[CH:8][C:7]([C:10]2[O:11][C:12]([CH2:15][N:16]3[CH2:21][CH2:20][O:19][CH2:18][CH2:17]3)=[CH:13][CH:14]=2)=[C:6]([CH3:22])[CH:5]=1, predict the reaction product. The product is: [CH3:22][C:6]1[CH:5]=[C:4]([CH:9]=[CH:8][C:7]=1[C:10]1[O:11][C:12]([CH2:15][N:16]2[CH2:21][CH2:20][O:19][CH2:18][CH2:17]2)=[CH:13][CH:14]=1)[C:3]([OH:23])=[O:2]. (6) Given the reactants [S:1]1[C:5]2[CH:6]=[CH:7][CH:8]=[CH:9][C:4]=2[C:3]([N:10]2[CH2:15][CH2:14][N:13]([CH2:16][CH2:17][CH2:18][C:19]3[CH:24]=[CH:23][CH:22]=[CH:21][C:20]=3[NH2:25])[CH2:12][CH2:11]2)=[N:2]1.[CH3:26][C:27]1[CH:32]=[CH:31][CH:30]=[C:29]([CH3:33])[C:28]=1[N:34]=[C:35]=[O:36], predict the reaction product. The product is: [S:1]1[C:5]2[CH:6]=[CH:7][CH:8]=[CH:9][C:4]=2[C:3]([N:10]2[CH2:15][CH2:14][N:13]([CH2:16][CH2:17][CH2:18][C:19]3[CH:24]=[CH:23][CH:22]=[CH:21][C:20]=3[NH:25][C:35]([NH:34][C:28]3[C:27]([CH3:26])=[CH:32][CH:31]=[CH:30][C:29]=3[CH3:33])=[O:36])[CH2:12][CH2:11]2)=[N:2]1.